From a dataset of Full USPTO retrosynthesis dataset with 1.9M reactions from patents (1976-2016). Predict the reactants needed to synthesize the given product. (1) Given the product [C:17]([O:21][C:22](=[O:23])[C:15]1[C:14]([F:16])=[CH:13][N:12]=[CH:11][C:10]=1[Br:9])([CH3:20])([CH3:19])[CH3:18], predict the reactants needed to synthesize it. The reactants are: [Li+].CC([N-]C(C)C)C.[Br:9][C:10]1[CH:11]=[N:12][CH:13]=[C:14]([F:16])[CH:15]=1.[C:17]([O:21][C:22](O[C:22]([O:21][C:17]([CH3:20])([CH3:19])[CH3:18])=[O:23])=[O:23])([CH3:20])([CH3:19])[CH3:18].[Cl-].[NH4+]. (2) Given the product [NH2:1][C:4]1[CH:9]=[CH:8][C:7]([S:10]([NH:13][C:14]2[CH:15]=[CH:16][C:17]([NH:20][C:21](=[O:23])[CH3:22])=[N:18][CH:19]=2)(=[O:11])=[O:12])=[CH:6][CH:5]=1, predict the reactants needed to synthesize it. The reactants are: [N+:1]([C:4]1[CH:9]=[CH:8][C:7]([S:10]([NH:13][C:14]2[CH:15]=[CH:16][C:17]([NH:20][C:21](=[O:23])[CH3:22])=[N:18][CH:19]=2)(=[O:12])=[O:11])=[CH:6][CH:5]=1)([O-])=O.NC1C=CC(OC2N=CN=C(NC(N3CCCC3)=O)C=2)=C(F)C=1. (3) Given the product [Br:28][C:29]1[CH:46]=[CH:45][C:32]([CH2:33][N:34]2[C:42]3[C:37](=[CH:38][CH:39]=[CH:40][CH:41]=3)[C:36]([OH:43])([CH3:35])[C:12]2=[O:15])=[C:31]([F:47])[CH:30]=1, predict the reactants needed to synthesize it. The reactants are: N1C2C(=CC=CC=2)C(=O)C1=O.[C:12](=[O:15])([O-])[O-].[K+].[K+].BrC1C=CC(CBr)=C(F)C=1.[Br:28][C:29]1[CH:46]=[CH:45][C:32]([CH2:33][N:34]2[C:42]3[C:37](=[CH:38][CH:39]=[CH:40][CH:41]=3)[C:36](=[O:43])[C:35]2=O)=[C:31]([F:47])[CH:30]=1.C[Mg]Br. (4) Given the product [Cl:1][C:2]1[CH:7]=[CH:6][C:5]([N:8]2[CH2:17][C:16]3[C:12]4=[C:13]([C:27](=[O:31])[N:28]([CH3:30])[CH:29]=[C:11]4[C:10]4[CH:32]=[CH:33][CH:34]=[CH:35][C:9]2=4)[NH:14][C:15]=3[CH2:18][N:20]2[CH2:25][CH2:24][N:23]([CH3:26])[CH2:22][CH2:21]2)=[CH:4][CH:3]=1, predict the reactants needed to synthesize it. The reactants are: [Cl:1][C:2]1[CH:7]=[CH:6][C:5]([N:8]2[CH2:17][C:16]3[C:12]4=[C:13]([C:27](=[O:31])[N:28]([CH3:30])[CH:29]=[C:11]4[C:10]4[CH:32]=[CH:33][CH:34]=[CH:35][C:9]2=4)[NH:14][C:15]=3[C:18]([N:20]2[CH2:25][CH2:24][N:23]([CH3:26])[CH2:22][CH2:21]2)=O)=[CH:4][CH:3]=1. (5) Given the product [NH2:74][C:75]1[CH:76]=[CH:77][C:69]([C:68]2[C:62]3[C:63](=[N:64][CH:65]=[C:60]([C:14]4[CH:15]=[CH:16][C:17]([NH2:20])=[N:18][CH:19]=4)[CH:61]=3)[NH:66][CH:67]=2)=[CH:70][CH:71]=1, predict the reactants needed to synthesize it. The reactants are: N1C2C(=CC(B(O)O)=CC=2)C=C1.Br[C:14]1[CH:15]=[C:16]2C(I)=C[N:20](S(C3C=CC(C)=CC=3)(=O)=O)[C:17]2=[N:18][CH:19]=1.NC1N=CC(B(O)O)=CC=1.COC1C=C(B(O)O)C=C(OC)C=1OC.Br[C:60]1[CH:61]=[C:62]2[C:68]([C:69]3[CH:70]=[C:71]4[C:75](=[CH:76][CH:77]=3)[NH:74]C=C4)=[CH:67][N:66](S(C3C=CC(C)=CC=3)(=O)=O)[C:63]2=[N:64][CH:65]=1. (6) Given the product [CH2:11]([C:13]1[CH:20]=[CH:19][C:16]([CH2:17][NH:1][C:2]2[CH:3]=[C:4]3[C:8](=[CH:9][CH:10]=2)[NH:7][CH:6]=[CH:5]3)=[CH:15][CH:14]=1)[CH3:12], predict the reactants needed to synthesize it. The reactants are: [NH2:1][C:2]1[CH:3]=[C:4]2[C:8](=[CH:9][CH:10]=1)[NH:7][CH:6]=[CH:5]2.[CH2:11]([C:13]1[CH:20]=[CH:19][C:16]([CH:17]=O)=[CH:15][CH:14]=1)[CH3:12].[BH4-].[Na+].C(=O)(O)[O-].[Na+]. (7) Given the product [Si:17]([O:24][CH2:25][CH2:26][NH:10][C@@H:8]([CH3:9])[CH2:7][O:6][C:5]1[CH:11]=[CH:12][C:2]([F:1])=[CH:3][C:4]=1[C:13]([F:14])([F:15])[F:16])([C:20]([CH3:23])([CH3:22])[CH3:21])([CH3:19])[CH3:18], predict the reactants needed to synthesize it. The reactants are: [F:1][C:2]1[CH:12]=[CH:11][C:5]([O:6][CH2:7][C@@H:8]([NH2:10])[CH3:9])=[C:4]([C:13]([F:16])([F:15])[F:14])[CH:3]=1.[Si:17]([O:24][CH2:25][CH:26]=O)([C:20]([CH3:23])([CH3:22])[CH3:21])([CH3:19])[CH3:18].C(O[BH-](OC(=O)C)OC(=O)C)(=O)C.[Na+].